Dataset: NCI-60 drug combinations with 297,098 pairs across 59 cell lines. Task: Regression. Given two drug SMILES strings and cell line genomic features, predict the synergy score measuring deviation from expected non-interaction effect. Drug 1: COC1=CC(=CC(=C1O)OC)C2C3C(COC3=O)C(C4=CC5=C(C=C24)OCO5)OC6C(C(C7C(O6)COC(O7)C8=CC=CS8)O)O. Drug 2: C1=C(C(=O)NC(=O)N1)F. Cell line: A498. Synergy scores: CSS=54.7, Synergy_ZIP=-12.7, Synergy_Bliss=-14.6, Synergy_Loewe=-4.47, Synergy_HSA=-3.62.